This data is from Full USPTO retrosynthesis dataset with 1.9M reactions from patents (1976-2016). The task is: Predict the reactants needed to synthesize the given product. (1) The reactants are: [C:1]1([CH2:7][CH2:8][S:9]([N:12]2[CH2:17][CH2:16][CH:15]([CH2:18][NH2:19])[CH2:14][CH2:13]2)(=[O:11])=[O:10])[CH:6]=[CH:5][CH:4]=[CH:3][CH:2]=1.Cl[C:21]1[N:30]=[C:29]([NH2:31])[C:28]2[C:23](=[CH:24][CH:25]=[CH:26][CH:27]=2)[N:22]=1. Given the product [C:1]1([CH2:7][CH2:8][S:9]([N:12]2[CH2:13][CH2:14][CH:15]([CH2:18][NH:19][C:21]3[N:30]=[C:29]([NH2:31])[C:28]4[C:23](=[CH:24][CH:25]=[CH:26][CH:27]=4)[N:22]=3)[CH2:16][CH2:17]2)(=[O:10])=[O:11])[CH:6]=[CH:5][CH:4]=[CH:3][CH:2]=1, predict the reactants needed to synthesize it. (2) Given the product [Cl:29][C:25]1[CH:24]=[C:23]([C:15]2[N:14]=[C:13]([NH:12][C:9]3[CH:8]=[CH:7][C:6]([CH2:5][C:4]([OH:30])=[O:3])=[CH:11][CH:10]=3)[C:22]3[CH2:21][CH2:20][CH2:19][CH2:18][C:17]=3[N:16]=2)[CH:28]=[CH:27][CH:26]=1, predict the reactants needed to synthesize it. The reactants are: C([O:3][C:4](=[O:30])[CH2:5][C:6]1[CH:11]=[CH:10][C:9]([NH:12][C:13]2[C:22]3[CH2:21][CH2:20][CH2:19][CH2:18][C:17]=3[N:16]=[C:15]([C:23]3[CH:28]=[CH:27][CH:26]=[C:25]([Cl:29])[CH:24]=3)[N:14]=2)=[CH:8][CH:7]=1)C.[OH-].[Li+].